This data is from CYP2C19 inhibition data for predicting drug metabolism from PubChem BioAssay. The task is: Regression/Classification. Given a drug SMILES string, predict its absorption, distribution, metabolism, or excretion properties. Task type varies by dataset: regression for continuous measurements (e.g., permeability, clearance, half-life) or binary classification for categorical outcomes (e.g., BBB penetration, CYP inhibition). Dataset: cyp2c19_veith. (1) The drug is C(=C\c1ccccc1)\CN1CCN(CCOC(c2ccccc2)c2ccccc2)CC1. The result is 1 (inhibitor). (2) The molecule is Cc1cc(N)c2cc(NC(=O)Nc3ccc4nc(C)cc(N)c4c3)ccc2n1. The result is 0 (non-inhibitor). (3) The drug is CC(C)(C)CC(=O)NC(=S)Nc1ccccc1C(F)(F)F. The result is 1 (inhibitor). (4) The drug is CN1CCN(c2ncnc3ccc(-c4ccccc4C#N)cc23)CC1. The result is 0 (non-inhibitor). (5) The drug is O=C(O)COC(=O)Cc1ccccc1Nc1c(Cl)cccc1Cl. The result is 0 (non-inhibitor). (6) The drug is Cc1cccc2c1Oc1ccccc1[C@@H]2NC(=O)c1ccc([N+](=O)[O-])cc1. The result is 0 (non-inhibitor). (7) The drug is CN(C)S(=O)(=O)Oc1ccsc1C(=O)Nc1ccc(Cl)c(Cl)c1. The result is 1 (inhibitor). (8) The molecule is Cc1ccc(S(=O)(=O)Nc2ccccc2C(=O)c2ccc(C)c(C)c2)cc1. The result is 0 (non-inhibitor). (9) The drug is CCN=C(Nc1cccc(F)c1)SC1CC(=O)N(c2ccc(OC)cc2)C1=O. The result is 1 (inhibitor).